This data is from Experimentally validated miRNA-target interactions with 360,000+ pairs, plus equal number of negative samples. The task is: Binary Classification. Given a miRNA mature sequence and a target amino acid sequence, predict their likelihood of interaction. (1) The miRNA is mmu-let-7b-5p with sequence UGAGGUAGUAGGUUGUGUGGUU. The protein sequence of the target gene is MAAEEEDEVEWVVESIAGFLRGPDWSIPILDFVEQKCEVFDDEEESKLTYTEIHQEYKELVEKLLESYLKEIGINEDQFQEACTSPLAKTRTSQAILQPVLAAEDFTIFKAMMVQKNIEMQLQAIRIIQERNGVLPDCLTDGADVVSDLEQEEMKILREVLRKSKEEYDQEEERKRKKQSSEAKMEELPVYTSEAEKMSNSQGDGEHFVQPPSEVKVHFANQSVQPLARKMELLPETSSLTQKGLKIPGLEHASMEGPIANLSALGTEELRQREHYLKQKRDKLLSMRKDTRTKQIQNTE.... Result: 0 (no interaction). (2) The miRNA is hsa-miR-141-5p with sequence CAUCUUCCAGUACAGUGUUGGA. The protein sequence of the target gene is MAAAPVAAGSGAGRGRRSAATVAAWGGWGGRPRPGNILLQLRQGQLTGRGLVRAVQFTETFLTERDKQSKWSGIPQLLLKLHTTSHLHSDFVECQNILKEISPLLSMEAMAFVTEERKLTQETTYPNTYIFDLFGGVDLLVEILMRPTISIRGQKLKISDEMSKDCLSILYNTCVCTEGVTKRLAEKNDFVIFLFTLMTSKKTFLQTATLIEDILGVKKEMIRLDEVPNLSSLVSNFDQQQLANFCRILAVTISEMDTGNDDKHTLLAKNAQQKKSLSLGPSAAEINQAALLSIPGFVER.... Result: 1 (interaction). (3) The miRNA is mmu-miR-3473c with sequence UCUCUCCAGCCCCCAUAAUAAG. The protein sequence of the target gene is MASGLAEESELSPGESELAVNPFDGLPFSSCYYELLEQRRALPIWAARFLFLEHLESSPTGVVLVSGDPGSGKSTQIPQWCAEFALARGFQTGQVTVTQPYPLAAMSLASRVADEMDLTLGHEIGYSIPQEDCTGPNTMLRFCWDRLFLQEVASTRGPGAWSVLILDEAQERSVASDLLQGLLRDTRLRNLPGDPRVVVVTDPALEPKFQAFWGNSPIVRVPREPGGDPTLAYKDTVPTDLVEAACQAVLELCQQEEAPGDVLVYLPSEEEISLCCESLSGEMGTLAVPGPPPRVLPLHP.... Result: 1 (interaction). (4) The miRNA is hsa-miR-125b-1-3p with sequence ACGGGUUAGGCUCUUGGGAGCU. The protein sequence of the target gene is MKMKIQKKEKQLSNLKVLNHSPMSDASVNFDYKSPSPFDCSTDQEEKIEDVASHCLPQKDLYTAEEEAATLFPRKMTSHNGMEDSGGGGTGVKKKRKKKEPGDQEGAAKGSKDREPKPKRKREPKEPKEPRKAKEPKKAKEHKEPKQKDGAKKARKPREASGTKEAKEKRSCTDSAARTKSRKASKEQGPTPVEKKKKGKRKSETTVESLELDQGLTNPSLRSPEESTESTDSQKRRSGRQVKRRKYNEDLDFKVVDDDGETIAVLGAGRTSALSASTLAWQAEEPPEDDANIIEKILAS.... Result: 0 (no interaction). (5) The miRNA is hsa-miR-6804-5p with sequence UGAGGGUGUCAGCAGGUGACG. The protein sequence of the target gene is MADEALAGLDEGALRKLLEVTADLAERRRIRSAIRELQRQELEREEEALASKRFRAERQDNKENWLHSQQREAEQRAALARLAGQLESMNDVEELTALLRSAGEYEERKLIRAAIRRVRAQEIEAATLAGRLYSGRPNSGSREDSKGLAAHRLEQCEVPEREEQEQQAEVSKPTPTPEGTSQDVTTVTLLLRAPPGSTSSSPASPSSSPTPASPEPPLEPAEAQCLTAEVPGSPEPPPSPPKTTSPEPQESPTLPSTEGQVVNKLLSGPKETPAAQSPTRGPSDTKRADVAGPRPCQRSL.... Result: 1 (interaction). (6) The miRNA is hsa-miR-548s with sequence AUGGCCAAAACUGCAGUUAUUUU. The protein sequence of the target gene is MRLLLLVPLLLAPAPGSSAPKVRRQSDTWGPWSQWSPCSRTCGGGVSFRERPCYSQRRDGGSSCVGPARSHRSCRTESCPDGARDFRAEQCAEFDGAEFQGRRYRWLPYYSAPNKCELNCIPKGENFYYKHREAVVDGTPCEPGKRDVCVDGSCRVVGCDHELDSSKQEDKCLRCGGDGTTCYPVAGTFDANDLSRGYNQILIVPMGATSILIDEAAASRNFLAVKNVRGEYYLNGHWTIEAARALPAASTILHYERGAEGDLAPERLHARGPTSEPLVIELISQEPNPGVHYEYHLPLR.... Result: 1 (interaction).